From a dataset of Catalyst prediction with 721,799 reactions and 888 catalyst types from USPTO. Predict which catalyst facilitates the given reaction. (1) Reactant: [ClH:1].C(OC([N:9]1[C@H:13]([C:14]2[CH:19]=[CH:18][CH:17]=[CH:16][CH:15]=2)[C@H:12]([C:20]2[CH:25]=[CH:24][CH:23]=[CH:22][CH:21]=2)[N:11]=[C:10]1[NH:26][CH2:27][C:28]1[CH:33]=[CH:32][CH:31]=[CH:30][CH:29]=1)=O)(C)(C)C. Product: [ClH:1].[C:14]1([C@H:13]2[C@@H:12]([C:20]3[CH:25]=[CH:24][CH:23]=[CH:22][CH:21]=3)[NH:11][C:10]([NH:26][CH2:27][C:28]3[CH:29]=[CH:30][CH:31]=[CH:32][CH:33]=3)=[N:9]2)[CH:19]=[CH:18][CH:17]=[CH:16][CH:15]=1. The catalyst class is: 25. (2) Reactant: [F:1][C:2]([F:13])([F:12])[C:3]1[CH:4]=[C:5]([CH2:9][C:10]#[N:11])[CH:6]=[CH:7][CH:8]=1.I[CH3:15].[NH2-].[Na+].O. Product: [F:1][C:2]([F:12])([F:13])[C:3]1[CH:4]=[C:5]([CH:9]([CH3:15])[C:10]#[N:11])[CH:6]=[CH:7][CH:8]=1. The catalyst class is: 451.